This data is from Reaction yield outcomes from USPTO patents with 853,638 reactions. The task is: Predict the reaction yield, written as a fraction of the theoretical maximum amount of product (1.0 means a 100% yield; for example, 0.34 means a 34% yield). (1) The reactants are [C:1]([O:5][C:6]([N:8]1[CH2:12][CH2:11][C@@H:10]([OH:13])[CH2:9]1)=[O:7])([CH3:4])([CH3:3])[CH3:2].[I-].[K+].[OH-].[K+].[CH2:18](Cl)[C:19]1[CH:24]=[CH:23][CH:22]=[CH:21][CH:20]=1.S([O-])([O-])(=O)=S.[Na+].[Na+]. The catalyst is C1(C)C=CC=CC=1.CS(C)=O. The product is [C:1]([O:5][C:6]([N:8]1[CH2:12][CH2:11][C@@H:10]([O:13][CH2:18][C:19]2[CH:24]=[CH:23][CH:22]=[CH:21][CH:20]=2)[CH2:9]1)=[O:7])([CH3:4])([CH3:2])[CH3:3]. The yield is 0.980. (2) The reactants are Br[CH2:2][CH2:3][CH2:4][CH2:5][O:6][C:7]1[CH:16]=[C:15]2[C:10]([CH2:11][CH2:12][C:13](=[O:17])[NH:14]2)=[CH:9][CH:8]=1.Cl.[Cl:19][C:20]1[C:25]([Cl:26])=[CH:24][CH:23]=[CH:22][C:21]=1[N:27]1[CH2:32][CH2:31][NH:30][CH2:29][CH2:28]1.C([O-])([O-])=O.[Na+].[Na+].O. The catalyst is [Br-].C([N+](C)(C)C)CCCCCCCCCCCCCCC.C(#N)C. The product is [CH:23]1[CH:22]=[C:21]([N:27]2[CH2:32][CH2:31][N:30]([CH2:2][CH2:3][CH2:4][CH2:5][O:6][C:7]3[CH:8]=[CH:9][C:10]4[CH2:11][CH2:12][C:13](=[O:17])[NH:14][C:15]=4[CH:16]=3)[CH2:29][CH2:28]2)[C:20]([Cl:19])=[C:25]([Cl:26])[CH:24]=1. The yield is 0.740. (3) The reactants are [C:1]([O:5][C:6]([NH:8][C:9]1[S:13][C:12]([C:14]2[C:19]([F:20])=[CH:18][CH:17]=[CH:16][C:15]=2[F:21])=[N:11][C:10]=1[C:22]([OH:24])=O)=[O:7])([CH3:4])([CH3:3])[CH3:2].ClC(N(C)C)=C(C)C.[NH2:33][C:34]1[CH:35]=[N:36][C:37]2[C:42]([C:43]=1[N:44]1[CH2:49][CH2:48][CH2:47][C@H:46]([NH:50][C:51](=[O:57])[O:52][C:53]([CH3:56])([CH3:55])[CH3:54])[CH2:45]1)=[CH:41][CH:40]=[CH:39][CH:38]=2.N1C=CC=CC=1. The catalyst is C1COCC1. The product is [C:1]([O:5][C:6]([NH:8][C:9]1[S:13][C:12]([C:14]2[C:15]([F:21])=[CH:16][CH:17]=[CH:18][C:19]=2[F:20])=[N:11][C:10]=1[C:22]([NH:33][C:34]1[CH:35]=[N:36][C:37]2[C:42]([C:43]=1[N:44]1[CH2:49][CH2:48][CH2:47][C@H:46]([NH:50][C:51](=[O:57])[O:52][C:53]([CH3:55])([CH3:54])[CH3:56])[CH2:45]1)=[CH:41][CH:40]=[CH:39][CH:38]=2)=[O:24])=[O:7])([CH3:3])([CH3:4])[CH3:2]. The yield is 0.910. (4) The reactants are [CH2:1]([O:3][C:4](=[O:23])[C:5]1[CH:10]=[CH:9][C:8]([O:11][C:12]2[CH:17]=[CH:16][C:15](Br)=[C:14]([CH:19]=[O:20])[CH:13]=2)=[CH:7][C:6]=1[O:21][CH3:22])[CH3:2].[B:24]1([B:24]2[O:28][C:27]([CH3:30])([CH3:29])[C:26]([CH3:32])([CH3:31])[O:25]2)[O:28][C:27]([CH3:30])([CH3:29])[C:26]([CH3:32])([CH3:31])[O:25]1.C([O-])(=O)C.[K+]. The yield is 0.960. The product is [CH2:1]([O:3][C:4](=[O:23])[C:5]1[CH:10]=[CH:9][C:8]([O:11][C:12]2[CH:17]=[CH:16][C:15]([B:24]3[O:28][C:27]([CH3:30])([CH3:29])[C:26]([CH3:32])([CH3:31])[O:25]3)=[C:14]([CH:19]=[O:20])[CH:13]=2)=[CH:7][C:6]=1[O:21][CH3:22])[CH3:2]. The catalyst is O1CCOCC1.C1C=CC(P(C2C=CC=CC=2)[C-]2C=CC=C2)=CC=1.C1C=CC(P(C2C=CC=CC=2)[C-]2C=CC=C2)=CC=1.Cl[Pd]Cl.[Fe+2]. (5) The reactants are [C:1]([O:20][CH2:21][CH:22]1[CH2:26][CH:25]([CH2:27]OS(C2C=CC(C)=CC=2)(=O)=O)[CH:24]=[CH:23]1)([C:14]1[CH:19]=[CH:18][CH:17]=[CH:16][CH:15]=1)([C:8]1[CH:13]=[CH:12][CH:11]=[CH:10][CH:9]=1)[C:2]1[CH:7]=[CH:6][CH:5]=[CH:4][CH:3]=1.[C-:39]#[N:40].[Na+]. The catalyst is CN(C)C=O. The product is [C:1]([O:20][CH2:21][CH:22]1[CH2:26][CH:25]([CH2:27][C:39]#[N:40])[CH:24]=[CH:23]1)([C:8]1[CH:9]=[CH:10][CH:11]=[CH:12][CH:13]=1)([C:14]1[CH:19]=[CH:18][CH:17]=[CH:16][CH:15]=1)[C:2]1[CH:3]=[CH:4][CH:5]=[CH:6][CH:7]=1. The yield is 0.971.